This data is from Forward reaction prediction with 1.9M reactions from USPTO patents (1976-2016). The task is: Predict the product of the given reaction. Given the reactants [Cl:1][C:2]1[N:7]=[C:6]([C:8]2[CH:9]=[C:10]([CH:15]=[CH:16][CH:17]=2)[CH2:11][NH:12][CH2:13][CH3:14])[CH:5]=[CH:4][N:3]=1.[C:18](O[C:18]([O:20][C:21]([CH3:24])([CH3:23])[CH3:22])=[O:19])([O:20][C:21]([CH3:24])([CH3:23])[CH3:22])=[O:19].C(N(C(C)C)CC)(C)C, predict the reaction product. The product is: [C:21]([O:20][C:18](=[O:19])[N:12]([CH2:11][C:10]1[CH:15]=[CH:16][CH:17]=[C:8]([C:6]2[CH:5]=[CH:4][N:3]=[C:2]([Cl:1])[N:7]=2)[CH:9]=1)[CH2:13][CH3:14])([CH3:24])([CH3:23])[CH3:22].